Predict which catalyst facilitates the given reaction. From a dataset of Catalyst prediction with 721,799 reactions and 888 catalyst types from USPTO. (1) Reactant: [C:1]([C:4]1[N:8]([CH2:9][C:10](=O)[CH3:11])[N:7]=[C:6]([Br:13])[C:5]=1[Br:14])(=O)[CH3:2].C([O-])(=O)C.[NH4+:19]. Product: [Br:13][C:6]1[C:5]([Br:14])=[C:4]2[C:1]([CH3:2])=[N:19][C:10]([CH3:11])=[CH:9][N:8]2[N:7]=1. The catalyst class is: 86. (2) Reactant: C([NH:8][C:9]1[C:10]([CH3:32])=[C:11]([CH3:31])[C:12]2[O:16][CH2:15][CH:14]([C:17]3[CH:22]=[CH:21][C:20]([C:23]4[CH:28]=[CH:27][CH:26]=[CH:25][CH:24]=4)=[CH:19][CH:18]=3)[C:13]=2[C:29]=1[CH3:30])C1C=CC=CC=1. Product: [C:20]1([C:23]2[CH:24]=[CH:25][CH:26]=[CH:27][CH:28]=2)[CH:21]=[CH:22][C:17]([CH:14]2[C:13]3[C:29]([CH3:30])=[C:9]([NH2:8])[C:10]([CH3:32])=[C:11]([CH3:31])[C:12]=3[O:16][CH2:15]2)=[CH:18][CH:19]=1. The catalyst class is: 81. (3) Reactant: [CH3:1][O:2][C:3]1[CH:10]=[CH:9][C:6]([CH2:7][NH2:8])=[CH:5][CH:4]=1.C(N(CC)CC)C.C1COCC1.[C:23](Cl)(=[O:30])[C:24]1[CH:29]=[CH:28][CH:27]=[CH:26][CH:25]=1. Product: [CH3:1][O:2][C:3]1[CH:10]=[CH:9][C:6]([CH2:7][NH:8][C:23](=[O:30])[C:24]2[CH:29]=[CH:28][CH:27]=[CH:26][CH:25]=2)=[CH:5][CH:4]=1. The catalyst class is: 6. (4) Reactant: [CH3:1][C:2]1([CH3:10])[O:7][C:6](=[O:8])[CH2:5][C:4](=[O:9])[O:3]1.N1C=CC=CC=1.[Cl:17][C:18]1[CH:26]=[CH:25][C:21]([C:22](Cl)=[O:23])=[C:20]([O:27][CH3:28])[CH:19]=1. Product: [Cl:17][C:18]1[CH:26]=[CH:25][C:21]([C:22]([CH:5]2[C:6](=[O:8])[O:7][C:2]([CH3:10])([CH3:1])[O:3][C:4]2=[O:9])=[O:23])=[C:20]([O:27][CH3:28])[CH:19]=1. The catalyst class is: 4.